This data is from Full USPTO retrosynthesis dataset with 1.9M reactions from patents (1976-2016). The task is: Predict the reactants needed to synthesize the given product. (1) Given the product [Br:1][CH:2]1[CH2:7][CH:6]([N:8]2[CH2:12][C:11]3[CH:13]=[CH:14][CH:15]=[CH:16][C:10]=3[S:9]2(=[O:18])=[O:17])[CH:5]([CH:19]2[CH2:24][CH2:23][N:22]([CH2:40][C:41]([F:44])([F:43])[F:42])[CH2:21][CH2:20]2)[CH2:4][CH2:3]1, predict the reactants needed to synthesize it. The reactants are: [Br:1][CH:2]1[CH2:7][CH:6]([N:8]2[CH2:12][C:11]3[CH:13]=[CH:14][CH:15]=[CH:16][C:10]=3[S:9]2(=[O:18])=[O:17])[CH:5]([CH:19]2[CH2:24][CH2:23][NH:22][CH2:21][CH2:20]2)[CH2:4][CH2:3]1.C(N(C(C)C)CC)(C)C.FC(F)(F)S(O[CH2:40][C:41]([F:44])([F:43])[F:42])(=O)=O. (2) Given the product [CH2:16]([O:18][C:19]([N:21]1[C:29]2[C:24](=[N:25][CH:26]=[CH:27][CH:28]=2)[CH:23]=[C:22]1[CH2:30][N:31]1[CH2:35][CH2:34][C@H:33]([NH:36][S:10]([C:8]2[S:7][C:6]3[CH:14]=[C:2]([Cl:1])[CH:3]=[CH:4][C:5]=3[CH:9]=2)(=[O:12])=[O:11])[C:32]1=[O:37])=[O:20])[CH3:17], predict the reactants needed to synthesize it. The reactants are: [Cl:1][C:2]1[CH:3]=[CH:4][C:5]2[CH:9]=[C:8]([S:10](Cl)(=[O:12])=[O:11])[S:7][C:6]=2[CH:14]=1.Cl.[CH2:16]([O:18][C:19]([N:21]1[C:29]2[C:24](=[N:25][CH:26]=[CH:27][CH:28]=2)[CH:23]=[C:22]1[CH2:30][N:31]1[CH2:35][CH2:34][C@H:33]([NH2:36])[C:32]1=[O:37])=[O:20])[CH3:17]. (3) Given the product [Cl:25][C:22]1[CH:21]=[CH:20][C:19]([C:18]([N:9]2[C:10]3[C:15](=[CH:14][C:13]([O:16][CH3:17])=[CH:12][CH:11]=3)[C:7]([CH2:6][C:5]([NH:4][CH2:3][CH2:2][NH:1][C:62](=[O:63])[C:34]3[CH:35]=[CH:36][C:45]([OH:58])=[CH:43][CH:44]=3)=[O:28])=[C:8]2[CH3:27])=[O:26])=[CH:24][CH:23]=1, predict the reactants needed to synthesize it. The reactants are: [NH2:1][CH2:2][CH2:3][NH:4][C:5](=[O:28])[CH2:6][C:7]1[C:15]2[C:10](=[CH:11][CH:12]=[C:13]([O:16][CH3:17])[CH:14]=2)[N:9]([C:18](=[O:26])[C:19]2[CH:24]=[CH:23][C:22]([Cl:25])=[CH:21][CH:20]=2)[C:8]=1[CH3:27].CCN=C=N[CH2:34][CH2:35][CH2:36]N(C)C.CCN(C(C)C)[CH:43]([CH3:45])[CH3:44].C1C=CC2N([OH:58])N=NC=2C=1.CN([CH:62]=[O:63])C.